Dataset: Catalyst prediction with 721,799 reactions and 888 catalyst types from USPTO. Task: Predict which catalyst facilitates the given reaction. (1) Reactant: Cl.Cl.[NH2:3][CH2:4][CH2:5][N:6]1[C:14]2[C:13]([NH:15][C:16]3[CH:21]=[CH:20][C:19]([O:22][C:23]4[CH:28]=[CH:27][CH:26]=[C:25]([C:29]([F:32])([F:31])[F:30])[CH:24]=4)=[C:18]([Cl:33])[CH:17]=3)=[N:12][CH:11]=[N:10][C:9]=2[CH:8]=[CH:7]1.CN1CCOCC1.[CH3:41][S:42]([CH2:45][S:46](Cl)(=[O:48])=[O:47])(=[O:44])=[O:43].C(=O)([O-])O.[Na+]. Product: [Cl:33][C:18]1[CH:17]=[C:16]([NH:15][C:13]2[C:14]3[N:6]([CH2:5][CH2:4][NH:3][S:46]([CH2:45][S:42]([CH3:41])(=[O:44])=[O:43])(=[O:48])=[O:47])[CH:7]=[CH:8][C:9]=3[N:10]=[CH:11][N:12]=2)[CH:21]=[CH:20][C:19]=1[O:22][C:23]1[CH:28]=[CH:27][CH:26]=[C:25]([C:29]([F:32])([F:31])[F:30])[CH:24]=1. The catalyst class is: 4. (2) Reactant: C(O)(C(F)(F)F)=O.ClCCl.[O:11]=[C:12]1[C:20](=[C:21]2[CH:30]=[CH:29][C:28]3[C:23](=[CH:24][CH:25]=[CH:26][CH:27]=3)[NH:22]2)[C:19]2[C:14](=[CH:15][C:16]([C:31]3[N:32](C(OC(C)(C)C)=O)[CH:33]=[CH:34][CH:35]=3)=[CH:17][CH:18]=2)[NH:13]1. Product: [NH:32]1[CH:33]=[CH:34][CH:35]=[C:31]1[C:16]1[CH:15]=[C:14]2[C:19]([C:20](=[C:21]3[CH:30]=[CH:29][C:28]4[C:23](=[CH:24][CH:25]=[CH:26][CH:27]=4)[NH:22]3)[C:12](=[O:11])[NH:13]2)=[CH:18][CH:17]=1. The catalyst class is: 1. (3) Reactant: [F:1][C:2]1[CH:3]=[CH:4][C:5]([CH2:8][O:9][C:10]2[CH:15]=[N:14][N:13]([C:16]3[CH:21]=[CH:20][C:19]4[C:22]5[CH2:23][NH:24][CH2:25][CH2:26][CH2:27][C:28]=5[O:29][C:18]=4[CH:17]=3)[C:12](=[O:30])[CH:11]=2)=[N:6][CH:7]=1.[ClH:31].CCOCC. Product: [ClH:31].[F:1][C:2]1[CH:3]=[CH:4][C:5]([CH2:8][O:9][C:10]2[CH:15]=[N:14][N:13]([C:16]3[CH:21]=[CH:20][C:19]4[C:22]5[CH2:23][NH:24][CH2:25][CH2:26][CH2:27][C:28]=5[O:29][C:18]=4[CH:17]=3)[C:12](=[O:30])[CH:11]=2)=[N:6][CH:7]=1. The catalyst class is: 5. (4) Reactant: [CH3:1][O:2][C:3]1[CH:8]=[CH:7][C:6]([C:9]2[N:14]=[N:13][C:12]([N:15]3[CH2:22][CH:21]4[CH:17]([CH2:18][NH:19][CH2:20]4)[CH2:16]3)=[CH:11][CH:10]=2)=[CH:5][CH:4]=1.[ClH:23]. Product: [ClH:23].[CH3:1][O:2][C:3]1[CH:4]=[CH:5][C:6]([C:9]2[N:14]=[N:13][C:12]([N:15]3[CH2:16][CH:17]4[CH:21]([CH2:20][NH:19][CH2:18]4)[CH2:22]3)=[CH:11][CH:10]=2)=[CH:7][CH:8]=1. The catalyst class is: 351. (5) Reactant: Cl[S:2]([C:5]1[CH:10]=[CH:9][C:8]([F:11])=[CH:7][C:6]=1[CH2:12][C:13]([O:15][CH3:16])=[O:14])(=[O:4])=[O:3].[NH2:17][C:18]1[C:27]([C:28]([O:30][CH3:31])=[O:29])=[C:26]2[C:21]([CH:22]3[CH2:32][CH:23]3[CH2:24][O:25]2)=[CH:20][CH:19]=1. Product: [F:11][C:8]1[CH:9]=[CH:10][C:5]([S:2]([NH:17][C:18]2[C:27]([C:28]([O:30][CH3:31])=[O:29])=[C:26]3[C:21]([CH:22]4[CH2:32][CH:23]4[CH2:24][O:25]3)=[CH:20][CH:19]=2)(=[O:4])=[O:3])=[C:6]([CH2:12][C:13]([O:15][CH3:16])=[O:14])[CH:7]=1. The catalyst class is: 298.